From a dataset of Full USPTO retrosynthesis dataset with 1.9M reactions from patents (1976-2016). Predict the reactants needed to synthesize the given product. (1) Given the product [O:21]=[S:2]1(=[O:1])[N:7]([C:8]2[CH:20]=[CH:19][C:11]([C:12]([OH:14])=[O:13])=[CH:10][CH:9]=2)[CH2:6][CH2:5][O:4][CH2:3]1, predict the reactants needed to synthesize it. The reactants are: [O:1]=[S:2]1(=[O:21])[N:7]([C:8]2[CH:20]=[CH:19][C:11]([C:12]([O:14]C(C)(C)C)=[O:13])=[CH:10][CH:9]=2)[CH2:6][CH2:5][O:4][CH2:3]1. (2) The reactants are: Br[C:2]1[CH:3]=[C:4]2[C:9](=[C:10]([F:12])[CH:11]=1)[N:8]=[C:7]([Cl:13])[N:6]=[CH:5]2.[CH3:14][O:15][C:16]1[CH:17]=[C:18](B(O)O)[CH:19]=[C:20]([O:22][CH3:23])[CH:21]=1.C(=O)([O-])[O-].[Cs+].[Cs+]. Given the product [Cl:13][C:7]1[N:6]=[CH:5][C:4]2[C:9](=[C:10]([F:12])[CH:11]=[C:2]([C:18]3[CH:17]=[C:16]([O:15][CH3:14])[CH:21]=[C:20]([O:22][CH3:23])[CH:19]=3)[CH:3]=2)[N:8]=1, predict the reactants needed to synthesize it. (3) The reactants are: [CH2:1]([NH:8][C@H:9]1[CH2:14][CH2:13][O:12][CH2:11][C@H:10]1[C:15]([O:17][CH2:18][CH3:19])=[O:16])[C:2]1[CH:7]=[CH:6][CH:5]=[CH:4][CH:3]=1.[O-]CC.[Na+]. Given the product [CH2:1]([NH:8][C@@H:9]1[CH2:14][CH2:13][O:12][CH2:11][C@H:10]1[C:15]([O:17][CH2:18][CH3:19])=[O:16])[C:2]1[CH:3]=[CH:4][CH:5]=[CH:6][CH:7]=1, predict the reactants needed to synthesize it.